This data is from Reaction yield outcomes from USPTO patents with 853,638 reactions. The task is: Predict the reaction yield, written as a fraction of the theoretical maximum amount of product (1.0 means a 100% yield; for example, 0.34 means a 34% yield). (1) The reactants are [CH:1]1[C:10]2[C:5](=[CH:6][CH:7]=[CH:8][CH:9]=2)[CH:4]=[C:3]([OH:11])[C:2]=1[OH:12].Cl[C:14]1[C:23]2[C:18](=[CH:19][C:20]([O:26][CH3:27])=[C:21]([O:24][CH3:25])[CH:22]=2)[N:17]=[CH:16][CH:15]=1.O. The catalyst is CN(C)C1C=CN=CC=1.ClC1C=CC=CC=1Cl. The product is [CH3:25][O:24][C:21]1[CH:22]=[C:23]2[C:18](=[CH:19][C:20]=1[O:26][CH3:27])[N:17]=[CH:16][CH:15]=[C:14]2[O:12][C:2]1[C:3]([OH:11])=[CH:4][C:5]2[C:10]([CH:1]=1)=[CH:9][CH:8]=[CH:7][CH:6]=2. The yield is 0.580. (2) The yield is 0.750. The catalyst is C1(C)C=CC=CC=1. The reactants are [O:1]=[C:2]([C:9]1[CH:14]=[C:13]([F:15])[C:12]([F:16])=[C:11]([F:17])[C:10]=1[F:18])[CH2:3][C:4]([O:6][CH2:7][CH3:8])=[O:5].[CH3:19]C(OC(C)=O)=O.C(OCC)(OCC)OCC.[NH2:36][C:37]1([CH2:42][CH2:43][OH:44])[CH2:41][CH2:40][CH2:39][CH2:38]1. The product is [OH:44][CH2:43][CH2:42][C:37]1([NH:36][CH:19]=[C:3]([C:2](=[O:1])[C:9]2[CH:14]=[C:13]([F:15])[C:12]([F:16])=[C:11]([F:17])[C:10]=2[F:18])[C:4]([O:6][CH2:7][CH3:8])=[O:5])[CH2:41][CH2:40][CH2:39][CH2:38]1. (3) The reactants are [N-:1]=[N+:2]=[N-:3].[Na+].[F:5][C:6]1[CH:11]=[CH:10][C:9](/[CH:12]=[CH:13]/[N+]([O-])=O)=[CH:8][CH:7]=1. The catalyst is CS(C)=O. The product is [F:5][C:6]1[CH:11]=[CH:10][C:9]([C:12]2[N:1]=[N:2][NH:3][CH:13]=2)=[CH:8][CH:7]=1. The yield is 0.310. (4) The reactants are [C:1]1([CH:7]2[C:12](=[O:13])[CH2:11][CH2:10][O:9][CH2:8]2)[CH:6]=[CH:5][CH:4]=[CH:3][CH:2]=1.[C:14](Cl)([N:16]=[C:17]=[O:18])=[O:15]. The catalyst is CCOC(C)=O. The product is [C:1]1([CH:7]2[C:12]3[O:13][C:17](=[O:18])[NH:16][C:14](=[O:15])[C:11]=3[CH2:10][O:9][CH2:8]2)[CH:2]=[CH:3][CH:4]=[CH:5][CH:6]=1. The yield is 0.618. (5) The reactants are [Br:1][C:2]1[CH:7]=[CH:6][C:5]([CH2:8][N:9]2[C:14](=[O:15])[C:13]([C:16]([NH:18][CH2:19][C:20]([OH:22])=[O:21])=[O:17])=[C:12]([OH:23])[N:11]=[C:10]2[CH2:24][C:25]2[CH:30]=[CH:29][CH:28]=[CH:27][CH:26]=2)=[CH:4][CH:3]=1.Br[C:32]1C=CC(CN2C(=O)C=C(O)N=C2CC2C=CC=CC=2)=C[CH:33]=1.C(N(C(C)C)CC)(C)C.N(CC(OCC)=O)=C=O. The catalyst is C(Cl)(Cl)Cl. The product is [Br:1][C:2]1[CH:7]=[CH:6][C:5]([CH2:8][N:9]2[C:14](=[O:15])[C:13]([C:16]([NH:18][CH2:19][C:20]([O:22][CH2:32][CH3:33])=[O:21])=[O:17])=[C:12]([OH:23])[N:11]=[C:10]2[CH2:24][C:25]2[CH:26]=[CH:27][CH:28]=[CH:29][CH:30]=2)=[CH:4][CH:3]=1. The yield is 0.810. (6) The reactants are S(Cl)(Cl)=O.[NH2:5][C@H:6]1[CH2:10][CH2:9][C@@H:8]([C:11]([OH:13])=[O:12])[CH2:7]1.[CH3:14]O. No catalyst specified. The product is [NH2:5][C@H:6]1[CH2:10][CH2:9][C@@H:8]([C:11]([O:13][CH3:14])=[O:12])[CH2:7]1. The yield is 0.870. (7) The reactants are Br[C:2]1[CH:3]=[N:4][C:5]([C:8]([NH:10][C@H:11]2[CH2:15][CH2:14][N:13]([C:16]3[C:17]4[N:18]([CH:22]=[CH:23][CH:24]=4)[CH:19]=[CH:20][N:21]=3)[CH2:12]2)=[O:9])=[N:6][CH:7]=1.[CH3:25][C:26]1(C)C(C)(C)OB(C=C)O1.C([O-])([O-])=O.[K+].[K+]. The catalyst is CN(C=O)C.O.C1C=CC(P(C2C=CC=CC=2)[C-]2C=CC=C2)=CC=1.C1C=CC(P(C2C=CC=CC=2)[C-]2C=CC=C2)=CC=1.Cl[Pd]Cl.[Fe+2]. The product is [C:16]1([N:13]2[CH2:14][CH2:15][C@H:11]([NH:10][C:8]([C:5]3[N:4]=[CH:3][C:2]([CH:25]=[CH2:26])=[CH:7][N:6]=3)=[O:9])[CH2:12]2)[C:17]2[N:18]([CH:22]=[CH:23][CH:24]=2)[CH:19]=[CH:20][N:21]=1. The yield is 0.460. (8) The reactants are [CH3:1][O:2][C:3]1[CH:26]=[CH:25][C:6]([C:7]([N:9]2[CH2:15][C:14]3[CH:16]=[C:17]([C:20]([O:22]C)=O)[CH:18]=[CH:19][C:13]=3[NH:12][C:11](=[O:24])[CH2:10]2)=[O:8])=[CH:5][CH:4]=1.[NH2:27][OH:28].[OH-].[Na+].Cl. The catalyst is CO.C1COCC1. The product is [OH:28][NH:27][C:20]([C:17]1[CH:18]=[CH:19][C:13]2[NH:12][C:11](=[O:24])[CH2:10][N:9]([C:7](=[O:8])[C:6]3[CH:5]=[CH:4][C:3]([O:2][CH3:1])=[CH:26][CH:25]=3)[CH2:15][C:14]=2[CH:16]=1)=[O:22]. The yield is 0.170. (9) The yield is 0.880. The product is [F:8][C:6]1[CH:5]=[CH:4][C:3]([CH3:9])=[C:2]([CH:7]=1)[C:24]([C@@H:26]1[CH2:31][CH2:30][CH2:29][N:28]([C:32]([O:34][C:35]([CH3:38])([CH3:37])[CH3:36])=[O:33])[CH2:27]1)=[O:25]. The catalyst is C1COCC1. The reactants are Br[C:2]1[CH:7]=[C:6]([F:8])[CH:5]=[CH:4][C:3]=1[CH3:9].[Li]CCCC.CCCCCC.CON(C)[C:24]([C@@H:26]1[CH2:31][CH2:30][CH2:29][N:28]([C:32]([O:34][C:35]([CH3:38])([CH3:37])[CH3:36])=[O:33])[CH2:27]1)=[O:25].